Regression. Given two drug SMILES strings and cell line genomic features, predict the synergy score measuring deviation from expected non-interaction effect. From a dataset of Merck oncology drug combination screen with 23,052 pairs across 39 cell lines. (1) Drug 1: O=C(CCCCCCC(=O)Nc1ccccc1)NO. Drug 2: CCC1(O)C(=O)OCc2c1cc1n(c2=O)Cc2cc3c(CN(C)C)c(O)ccc3nc2-1. Cell line: UACC62. Synergy scores: synergy=10.2. (2) Drug 1: O=P1(N(CCCl)CCCl)NCCCO1. Drug 2: N#Cc1ccc(Cn2cncc2CN2CCN(c3cccc(Cl)c3)C(=O)C2)cc1. Cell line: A375. Synergy scores: synergy=9.21. (3) Drug 1: CS(=O)(=O)CCNCc1ccc(-c2ccc3ncnc(Nc4ccc(OCc5cccc(F)c5)c(Cl)c4)c3c2)o1. Drug 2: NC(=O)c1cccc2cn(-c3ccc(C4CCCNC4)cc3)nc12. Cell line: UWB1289. Synergy scores: synergy=11.3.